From a dataset of Full USPTO retrosynthesis dataset with 1.9M reactions from patents (1976-2016). Predict the reactants needed to synthesize the given product. (1) Given the product [NH:49]1[CH:50]=[CH:51][C:47]([NH:46][C:10]2[N:19]=[CH:18][C:17]3[C:12](=[CH:13][CH:14]=[CH:15][CH:16]=3)[N:11]=2)=[N:48]1, predict the reactants needed to synthesize it. The reactants are: FC1C=CC([C@@H]([C:10]2[N:19]=[C:18](NC3C=C(C)NN=3)[C:17]3[C:12](=[CH:13][CH:14]=[CH:15][CH:16]=3)[N:11]=2)O)=CC=1.FC1C=CC(C(C2N=C([NH:46][C:47]3[CH:51]=[C:50](C)[NH:49][N:48]=3)C3C(=CC=CC=3)N=2)O)=CC=1. (2) Given the product [ClH:39].[C:27]([C:24]1[CH:25]=[CH:26][C:21]([O:20][CH2:19][C:15]2[CH:16]=[CH:17][CH:18]=[C:13]([C:11](=[O:12])[NH:10][C:6]3[CH:7]=[CH:8][CH:9]=[C:4]([C:3]([OH:34])=[O:2])[CH:5]=3)[N:14]=2)=[C:22]([CH2:31][CH2:32][CH3:33])[C:23]=1[OH:30])(=[O:29])[CH3:28], predict the reactants needed to synthesize it. The reactants are: C[O:2][C:3](=[O:34])[C:4]1[CH:9]=[CH:8][CH:7]=[C:6]([NH:10][C:11]([C:13]2[CH:18]=[CH:17][CH:16]=[C:15]([CH2:19][O:20][C:21]3[CH:26]=[CH:25][C:24]([C:27](=[O:29])[CH3:28])=[C:23]([OH:30])[C:22]=3[CH2:31][CH2:32][CH3:33])[N:14]=2)=[O:12])[CH:5]=1.CO.[OH-].[Li+].[ClH:39].